This data is from Catalyst prediction with 721,799 reactions and 888 catalyst types from USPTO. The task is: Predict which catalyst facilitates the given reaction. Reactant: [NH2:1][C@H:2]1[CH2:7][CH2:6][CH2:5][CH2:4][C@H:3]1[NH:8][C:9]1[CH:10]=[C:11]([NH:17][C:18]2[CH:19]=[C:20]3[C:25](=[CH:26][CH:27]=2)[CH:24]=[N:23][CH:22]=[CH:21]3)[C:12]([C:15]#[N:16])=[N:13][CH:14]=1.[OH-].[Na+].OO.CC(O)=[O:34]. Product: [NH2:1][C@H:2]1[CH2:7][CH2:6][CH2:5][CH2:4][C@H:3]1[NH:8][C:9]1[CH:10]=[C:11]([NH:17][C:18]2[CH:19]=[C:20]3[C:25](=[CH:26][CH:27]=2)[CH:24]=[N:23][CH:22]=[CH:21]3)[C:12]([C:15]([NH2:16])=[O:34])=[N:13][CH:14]=1. The catalyst class is: 593.